From a dataset of Reaction yield outcomes from USPTO patents with 853,638 reactions. Predict the reaction yield, written as a fraction of the theoretical maximum amount of product (1.0 means a 100% yield; for example, 0.34 means a 34% yield). (1) The product is [CH2:1]([O:3][P:4]([C:9]([C:35]#[N:36])([CH3:37])[CH2:10][C:11]([CH3:34])=[CH:12][CH2:13][C:14]1[C:15]([O:27][CH2:28][CH2:29][Si:30]([CH3:31])([CH3:32])[CH3:33])=[C:16]2[C:20](=[C:21]([CH3:25])[C:22]=1[O:23][CH3:24])[CH2:19][O:18][C:17]2=[O:26])(=[O:8])[O:5][CH2:6][CH3:7])[CH3:2]. The catalyst is C1COCC1. The reactants are [CH2:1]([O:3][P:4]([CH:9]([C:35]#[N:36])[CH2:10][C:11]([CH3:34])=[CH:12][CH2:13][C:14]1[C:15]([O:27][CH2:28][CH2:29][Si:30]([CH3:33])([CH3:32])[CH3:31])=[C:16]2[C:20](=[C:21]([CH3:25])[C:22]=1[O:23][CH3:24])[CH2:19][O:18][C:17]2=[O:26])(=[O:8])[O:5][CH2:6][CH3:7])[CH3:2].[CH3:37][Si]([N-][Si](C)(C)C)(C)C.[Na+].IC. The yield is 0.230. (2) The reactants are [OH:1][C@@H:2]1[C@H:6]([CH3:7])[NH:5][C:4](=[O:8])[CH2:3]1.N1C(C)=CC=CC=1C.FC(F)(F)S(O[Si:23]([C:26]([CH3:29])([CH3:28])[CH3:27])([CH3:25])[CH3:24])(=O)=O.O. The catalyst is C1COCC1. The product is [Si:23]([O:1][C@@H:2]1[C@H:6]([CH3:7])[NH:5][C:4](=[O:8])[CH2:3]1)([C:26]([CH3:29])([CH3:28])[CH3:27])([CH3:25])[CH3:24]. The yield is 0.760. (3) The reactants are [F:1][C:2]([F:19])([F:18])[C:3]1[CH:4]=[C:5]([C:9]2[N:14]=[C:13]3[NH:15][CH:16]=[CH:17][C:12]3=[CH:11][CH:10]=2)[CH:6]=[CH:7][CH:8]=1.B. The catalyst is C1COCC1. The product is [F:19][C:2]([F:1])([F:18])[C:3]1[CH:4]=[C:5]([C:9]2[N:14]=[C:13]3[NH:15][CH2:16][CH2:17][C:12]3=[CH:11][CH:10]=2)[CH:6]=[CH:7][CH:8]=1. The yield is 0.240. (4) The reactants are [NH2:1][C:2]1[C:11]2[C:6](=[C:7](Br)[CH:8]=[CH:9][CH:10]=2)[N:5]=[N:4][C:3]=1[C:13]([NH:15][CH:16]1[CH2:18][CH2:17]1)=[O:14].[CH3:19][O:20][C:21]1[CH:26]=[CH:25][C:24]([CH3:27])=[CH:23][C:22]=1B(O)O. No catalyst specified. The product is [NH2:1][C:2]1[C:11]2[C:6](=[C:7]([C:22]3[CH:23]=[C:24]([CH3:27])[CH:25]=[CH:26][C:21]=3[O:20][CH3:19])[CH:8]=[CH:9][CH:10]=2)[N:5]=[N:4][C:3]=1[C:13]([NH:15][CH:16]1[CH2:18][CH2:17]1)=[O:14]. The yield is 0.740. (5) The reactants are [CH2:1]([C:3]([C:21]1[S:25][C:24]([C:26]([NH:28][NH2:29])=[O:27])=[C:23]([CH3:30])[CH:22]=1)([C:6]1[CH:11]=[CH:10][C:9]([O:12][CH2:13][CH:14]([OH:19])[C:15]([CH3:18])([CH3:17])[CH3:16])=[C:8]([CH3:20])[CH:7]=1)[CH2:4][CH3:5])[CH3:2].[C:31](=S)=[S:32].[OH-].[K+]. The catalyst is CO. The product is [CH2:1]([C:3]([C:21]1[S:25][C:24]([C:26]2[O:27][C:31](=[S:32])[NH:29][N:28]=2)=[C:23]([CH3:30])[CH:22]=1)([C:6]1[CH:11]=[CH:10][C:9]([O:12][CH2:13][CH:14]([OH:19])[C:15]([CH3:17])([CH3:18])[CH3:16])=[C:8]([CH3:20])[CH:7]=1)[CH2:4][CH3:5])[CH3:2]. The yield is 0.680. (6) The product is [Cl:7][C:8]1[CH:13]=[C:12]([NH:14][CH2:1][C:2]([CH3:5])=[CH2:3])[C:11]([I:15])=[CH:10][N:9]=1. The yield is 0.760. The reactants are [CH3:1][C:2]([CH3:5])([O-])[CH3:3].[K+].[Cl:7][C:8]1[CH:13]=[C:12]([NH2:14])[C:11]([I:15])=[CH:10][N:9]=1.BrCC(C)=C. The catalyst is C1COCC1. (7) The reactants are F[C:2]1[CH:7]=[CH:6][C:5]([N+:8]([O-:10])=[O:9])=[CH:4][C:3]=1[N:11]1[C:15](=[O:16])[NH:14][N:13]=[N:12]1.Cl.[OH:18][CH:19]1[CH2:22][NH:21][CH2:20]1.[CH3:23]CN(C(C)C)C(C)C. The catalyst is CC#N. The product is [OH:18][CH:19]1[CH2:22][N:21]([C:2]2[CH:7]=[CH:6][C:5]([N+:8]([O-:10])=[O:9])=[CH:4][C:3]=2[N:11]2[C:15](=[O:16])[N:14]([CH3:23])[N:13]=[N:12]2)[CH2:20]1. The yield is 0.880. (8) The reactants are F[C:2]1[CH:10]=[CH:9][C:5]([C:6]([OH:8])=[O:7])=[CH:4][N:3]=1.[C:11]([O:15][C:16]([N:18]1[CH2:23][CH2:22][NH:21][C@H:20]([CH3:24])[CH2:19]1)=[O:17])([CH3:14])([CH3:13])[CH3:12].C([Mg]Cl)(C)C.Cl. The catalyst is O1CCCC1.O.CC(C)=O. The product is [C:11]([O:15][C:16]([N:18]1[CH2:23][CH2:22][N:21]([C:2]2[CH:10]=[CH:9][C:5]([C:6]([OH:8])=[O:7])=[CH:4][N:3]=2)[C@H:20]([CH3:24])[CH2:19]1)=[O:17])([CH3:14])([CH3:12])[CH3:13]. The yield is 0.960. (9) The reactants are [Cl:1][C:2]1[CH:7]=[C:6]([CH3:8])[C:5]([N+:9]([O-:11])=[O:10])=[CH:4][C:3]=1[N+:12]([O-:14])=[O:13].C[C:16]([N:18]([CH3:20])[CH3:19])=O.O. The catalyst is CN(C=O)C. The product is [Cl:1][C:2]1[C:3]([N+:12]([O-:14])=[O:13])=[CH:4][C:5]([N+:9]([O-:11])=[O:10])=[C:6](/[CH:8]=[CH:16]/[N:18]([CH3:20])[CH3:19])[CH:7]=1. The yield is 0.720. (10) The reactants are [P:1]([Cl:5])(Cl)([Cl:3])=[O:2].[CH2:6]([CH:13]([CH2:16][CH2:17][CH2:18][CH2:19][CH2:20][CH2:21][CH2:22][CH2:23][CH3:24])[CH2:14][OH:15])[CH2:7][CH2:8][CH2:9][CH2:10][CH2:11][CH3:12].C(N(CC)CC)C. The catalyst is C1(C)C=CC=CC=1. The product is [CH2:6]([CH:13]([CH2:16][CH2:17][CH2:18][CH2:19][CH2:20][CH2:21][CH2:22][CH2:23][CH3:24])[CH2:14][O:15][P:1]([Cl:5])([Cl:3])=[O:2])[CH2:7][CH2:8][CH2:9][CH2:10][CH2:11][CH3:12]. The yield is 0.347.